From a dataset of Reaction yield outcomes from USPTO patents with 853,638 reactions. Predict the reaction yield, written as a fraction of the theoretical maximum amount of product (1.0 means a 100% yield; for example, 0.34 means a 34% yield). (1) The yield is 0.940. The product is [Br:10][C:11]1[CH:19]=[CH:18][C:14]([C:15]([NH:26][C@@H:24]([CH:21]2[CH2:23][CH2:22]2)[CH3:25])=[O:17])=[CH:13][C:12]=1[F:20]. The reactants are C(N(CC)C(C)C)(C)C.[Br:10][C:11]1[CH:19]=[CH:18][C:14]([C:15]([OH:17])=O)=[CH:13][C:12]=1[F:20].[CH:21]1([C@H:24]([NH2:26])[CH3:25])[CH2:23][CH2:22]1.F[P-](F)(F)(F)(F)F.N1(O[P+](N(C)C)(N(C)C)N(C)C)C2C=CC=CC=2N=N1.C(Cl)Cl.C([O-])(O)=O.[Na+]. No catalyst specified. (2) The reactants are [Cl:1][C:2]1[CH:7]=[C:6]([C:8](C#N)([CH3:14])[C:9]([O:11]CC)=[O:10])[CH:5]=[CH:4][N:3]=1. The catalyst is Cl. The product is [Cl:1][C:2]1[CH:7]=[C:6]([CH:8]([CH3:14])[C:9]([OH:11])=[O:10])[CH:5]=[CH:4][N:3]=1. The yield is 0.914. (3) The reactants are [Si:1]([O:8][CH2:9][CH2:10][C:11](=[CH2:22])[CH2:12][O:13]C(=O)C1C=CC=CC=1)([C:4]([CH3:7])([CH3:6])[CH3:5])([CH3:3])[CH3:2].[Si](OCC(=C)CCOC(=O)C1C=CC=CC=1)(C(C)(C)C)(C)C.[OH-].[Na+]. The catalyst is CO.C(OCC)(=O)C.C([O-])(O)=O.[Na+]. The product is [Si:1]([O:8][CH2:9][CH2:10][C:11](=[CH2:22])[CH2:12][OH:13])([C:4]([CH3:7])([CH3:6])[CH3:5])([CH3:2])[CH3:3]. The yield is 0.580. (4) The reactants are [Cl:1][C:2]1[CH:10]=[C:6]([C:7]([OH:9])=O)[C:5]([OH:11])=[CH:4][CH:3]=1.[NH2:12][C:13]1[S:14][CH:15]=[C:16]([C:18]2[CH:23]=[CH:22][C:21]([O:24][CH3:25])=[CH:20][CH:19]=2)[N:17]=1. No catalyst specified. The product is [Cl:1][C:2]1[CH:3]=[CH:4][C:5]([OH:11])=[C:6]([CH:10]=1)[C:7]([NH:12][C:13]1[S:14][CH:15]=[C:16]([C:18]2[CH:19]=[CH:20][C:21]([O:24][CH3:25])=[CH:22][CH:23]=2)[N:17]=1)=[O:9]. The yield is 0.164. (5) The reactants are [CH3:1][O:2][C:3](=[O:26])[CH:4]([NH:18]C(OC(C)(C)C)=O)[C:5]1[CH:10]=[CH:9][CH:8]=[C:7]([NH:11][CH:12]2[CH2:17][CH2:16][CH2:15][CH2:14][CH2:13]2)[CH:6]=1.Cl. The catalyst is O1CCOCC1. The product is [CH3:1][O:2][C:3](=[O:26])[CH:4]([NH2:18])[C:5]1[CH:10]=[CH:9][CH:8]=[C:7]([NH:11][CH:12]2[CH2:13][CH2:14][CH2:15][CH2:16][CH2:17]2)[CH:6]=1. The yield is 0.870. (6) The reactants are CO[C:3]([C:5]1[S:9][C:8]([CH2:10][CH2:11][C:12]2[C:13]([CH2:18][CH2:19][CH2:20][CH3:21])=[N:14][O:15][C:16]=2[CH3:17])=[N:7][C:6]=1[CH3:22])=[O:4].[NH2:23][C@H:24]([CH2:26][OH:27])[CH3:25]. No catalyst specified. The product is [OH:27][CH2:26][C@@H:24]([NH:23][C:3]([C:5]1[S:9][C:8]([CH2:10][CH2:11][C:12]2[C:13]([CH2:18][CH2:19][CH2:20][CH3:21])=[N:14][O:15][C:16]=2[CH3:17])=[N:7][C:6]=1[CH3:22])=[O:4])[CH3:25]. The yield is 0.710. (7) The reactants are CCN(S(F)(F)[F:7])CC.O[CH:11]1[CH2:16][CH:15]2[CH2:17][CH:12]1[CH:13]([C:28]([O:30][CH2:31][CH3:32])=[O:29])[N:14]2[C:18]([O:20][CH2:21][C:22]1[CH:27]=[CH:26][CH:25]=[CH:24][CH:23]=1)=[O:19].OC1C2CC(C(C(OCC)=O)N2C(OCC2C=CC=CC=2)=O)C1. The catalyst is C(Cl)Cl. The product is [F:7][CH:16]1[CH:15]2[CH2:17][CH:12]([CH:13]([C:28]([O:30][CH2:31][CH3:32])=[O:29])[N:14]2[C:18]([O:20][CH2:21][C:22]2[CH:27]=[CH:26][CH:25]=[CH:24][CH:23]=2)=[O:19])[CH2:11]1. The yield is 0.270.